This data is from Full USPTO retrosynthesis dataset with 1.9M reactions from patents (1976-2016). The task is: Predict the reactants needed to synthesize the given product. (1) Given the product [CH:12]1([CH2:15][NH:11][CH2:10][CH2:9][C:5]2[CH:6]=[CH:7][CH:8]=[C:3]([O:2][CH3:1])[CH:4]=2)[CH2:14][CH2:13]1, predict the reactants needed to synthesize it. The reactants are: [CH3:1][O:2][C:3]1[CH:4]=[C:5]([CH2:9][CH2:10][NH2:11])[CH:6]=[CH:7][CH:8]=1.[CH:12]1([CH:15]=O)[CH2:14][CH2:13]1. (2) Given the product [F:22][C:23]1[CH:31]=[CH:30][CH:29]=[C:28]2[C:24]=1[CH:25]=[CH:26][N:27]2[C@H:32]([CH3:36])[C:33]([N:4]1[CH2:5][CH2:6][N:1]([C:7]2[CH:8]=[CH:9][C:10]([S:13]([NH:16][C:17]3[S:21][N:20]=[CH:19][N:18]=3)(=[O:15])=[O:14])=[CH:11][CH:12]=2)[CH2:2][CH2:3]1)=[O:34], predict the reactants needed to synthesize it. The reactants are: [N:1]1([C:7]2[CH:12]=[CH:11][C:10]([S:13]([NH:16][C:17]3[S:21][N:20]=[CH:19][N:18]=3)(=[O:15])=[O:14])=[CH:9][CH:8]=2)[CH2:6][CH2:5][NH:4][CH2:3][CH2:2]1.[F:22][C:23]1[CH:31]=[CH:30][CH:29]=[C:28]2[C:24]=1[CH:25]=[CH:26][N:27]2[C@H:32]([CH3:36])[C:33](O)=[O:34].CN(C(ON1N=NC2C=CC=NC1=2)=[N+](C)C)C.F[P-](F)(F)(F)(F)F.C(N(CC)C(C)C)(C)C. (3) The reactants are: [CH3:1][N:2]([C:4]1[CH:9]=[CH:8][C:7](Br)=[CH:6][N:5]=1)[CH3:3].[CH3:11][N:12]([CH3:20])[C:13]1[CH:18]=[CH:17][C:16]([NH2:19])=[CH:15][CH:14]=1. Given the product [CH3:11][N:12]([CH3:20])[C:13]1[CH:18]=[CH:17][C:16]([NH:19][C:7]2[CH:8]=[CH:9][C:4]([N:2]([CH3:3])[CH3:1])=[N:5][CH:6]=2)=[CH:15][CH:14]=1, predict the reactants needed to synthesize it. (4) Given the product [F:1][C:2]1[CH:7]=[CH:6][C:5]([C@@H:8]2[NH:25][C:12]3[NH:13][C:14](=[O:24])[N:15]([C:18]4[CH:23]=[CH:22][CH:21]=[CH:20][CH:19]=4)[C:16](=[O:17])[C:11]=3[CH:10]([OH:26])[CH2:9]2)=[CH:4][CH:3]=1, predict the reactants needed to synthesize it. The reactants are: [F:1][C:2]1[CH:7]=[CH:6][C:5]([C@@H:8]2[NH:25][C:12]3[NH:13][C:14](=[O:24])[N:15]([C:18]4[CH:23]=[CH:22][CH:21]=[CH:20][CH:19]=4)[C:16](=[O:17])[C:11]=3[C:10](=[O:26])[CH2:9]2)=[CH:4][CH:3]=1.[Li+].[BH4-]. (5) Given the product [CH:2]1([C:7]2[N:15]=[C:14]3[C:10]([N:11]=[CH:12][N:13]3[CH2:16][C:17]3[CH:18]=[CH:19][C:20]([O:23][CH3:24])=[CH:21][CH:22]=3)=[C:9]([C:25]3[O:26][CH:27]=[CH:28][CH:29]=3)[N:8]=2)[CH2:4][CH2:3]1, predict the reactants needed to synthesize it. The reactants are: [Br-].[CH:2]1([Zn+])[CH2:4][CH2:3]1.Cl[C:7]1[N:15]=[C:14]2[C:10]([N:11]=[CH:12][N:13]2[CH2:16][C:17]2[CH:22]=[CH:21][C:20]([O:23][CH3:24])=[CH:19][CH:18]=2)=[C:9]([C:25]2[O:26][CH:27]=[CH:28][CH:29]=2)[N:8]=1.ClC1N=C2C(N=CN2CC2C=CC(OC)=C(C)C=2)=C(Cl)N=1.